This data is from Reaction yield outcomes from USPTO patents with 853,638 reactions. The task is: Predict the reaction yield, written as a fraction of the theoretical maximum amount of product (1.0 means a 100% yield; for example, 0.34 means a 34% yield). (1) The reactants are [N:1]([CH:4]([C:6]1[N:7]=[C:8]2[S:16][CH:15]=[C:14]([CH3:17])[N:9]2[C:10](=[O:13])[C:11]=1Br)[CH3:5])=[N+:2]=[N-:3].C([Sn](CCCC)(CCCC)[C:23]1[S:24][CH:25]=[CH:26][N:27]=1)CCC. The catalyst is O1CCOCC1.C1C=CC([P]([Pd]([P](C2C=CC=CC=2)(C2C=CC=CC=2)C2C=CC=CC=2)([P](C2C=CC=CC=2)(C2C=CC=CC=2)C2C=CC=CC=2)[P](C2C=CC=CC=2)(C2C=CC=CC=2)C2C=CC=CC=2)(C2C=CC=CC=2)C2C=CC=CC=2)=CC=1. The product is [N:1]([CH:4]([C:6]1[N:7]=[C:8]2[S:16][CH:15]=[C:14]([CH3:17])[N:9]2[C:10](=[O:13])[C:11]=1[C:23]1[S:24][CH:25]=[CH:26][N:27]=1)[CH3:5])=[N+:2]=[N-:3]. The yield is 0.720. (2) The reactants are [NH:1]1[C:9]2[C:4](=[CH:5][CH:6]=[CH:7][CH:8]=2)[C:3]2([C:13]3=[CH:14][C:15]4[O:19][CH2:18][O:17][C:16]=4[CH:20]=[C:12]3[O:11][CH2:10]2)[C:2]1=[O:21].C([O-])([O-])=O.[Cs+].[Cs+].[F:28][C:29]1[CH:36]=[CH:35][C:32]([CH2:33]Br)=[CH:31][CH:30]=1. The catalyst is C(C(C)=O)C. The product is [F:28][C:29]1[CH:36]=[CH:35][C:32]([CH2:33][N:1]2[C:9]3[C:4](=[CH:5][CH:6]=[CH:7][CH:8]=3)[C:3]3([C:13]4=[CH:14][C:15]5[O:19][CH2:18][O:17][C:16]=5[CH:20]=[C:12]4[O:11][CH2:10]3)[C:2]2=[O:21])=[CH:31][CH:30]=1. The yield is 0.500. (3) The reactants are [CH3:1][C:2]([C:6]1[S:7][CH:8]=[CH:9][CH:10]=1)([CH3:5])[C:3]#[N:4].C([Li])(C)(C)C.CN([CH:19]=[O:20])C. The catalyst is C1COCC1. The product is [CH:19]([C:8]1[S:7][C:6]([C:2]([CH3:5])([CH3:1])[C:3]#[N:4])=[CH:10][CH:9]=1)=[O:20]. The yield is 0.880.